Dataset: Full USPTO retrosynthesis dataset with 1.9M reactions from patents (1976-2016). Task: Predict the reactants needed to synthesize the given product. (1) Given the product [CH:2]12[CH2:1][CH:5]([CH:7]([C:6]([Cl:10])=[O:9])[CH2:8]1)[CH:4]=[CH:3]2, predict the reactants needed to synthesize it. The reactants are: [CH:1]1[CH2:5][CH:4]=[CH:3][CH:2]=1.[C:6]([Cl:10])(=[O:9])[CH:7]=[CH2:8]. (2) Given the product [Na+:37].[CH2:1]([N:3]([CH:30]1[CH2:31][CH2:32][O:33][CH2:34][CH2:35]1)[C:4]1[C:5]([CH3:29])=[C:6]([CH:11]=[C:12]([C:14]2[CH:19]=[CH:18][C:17]([CH2:20][N:21]3[CH2:26][CH2:25][CH:24]([OH:27])[CH2:23][CH2:22]3)=[C:16]([F:28])[CH:15]=2)[CH:13]=1)[C:7]([O-:9])=[O:8])[CH3:2], predict the reactants needed to synthesize it. The reactants are: [CH2:1]([N:3]([CH:30]1[CH2:35][CH2:34][O:33][CH2:32][CH2:31]1)[C:4]1[C:5]([CH3:29])=[C:6]([CH:11]=[C:12]([C:14]2[CH:19]=[CH:18][C:17]([CH2:20][N:21]3[CH2:26][CH2:25][CH:24]([OH:27])[CH2:23][CH2:22]3)=[C:16]([F:28])[CH:15]=2)[CH:13]=1)[C:7]([O:9]C)=[O:8])[CH3:2].[OH-].[Na+:37]. (3) Given the product [ClH:22].[O:1]1[CH2:6][CH2:5][CH2:4][CH:3]([NH:7][NH2:8])[CH2:2]1, predict the reactants needed to synthesize it. The reactants are: [O:1]1[CH2:6][CH2:5][CH2:4][CH:3]([NH:7][NH:8]C(OC(C)(C)C)=O)[CH2:2]1.C(OCC)(=O)C.[ClH:22].